From a dataset of Forward reaction prediction with 1.9M reactions from USPTO patents (1976-2016). Predict the product of the given reaction. (1) Given the reactants [H-].[Na+].[CH2:3]([O:10][C:11]1[CH:16]=[C:15]([Br:17])[CH:14]=[C:13]([N+:18]([O-:20])=[O:19])[C:12]=1[NH:21][C:22](=[O:24])[CH3:23])[C:4]1[CH:9]=[CH:8][CH:7]=[CH:6][CH:5]=1.Br[CH2:26][CH2:27][O:28][CH3:29], predict the reaction product. The product is: [CH2:3]([O:10][C:11]1[CH:16]=[C:15]([Br:17])[CH:14]=[C:13]([N+:18]([O-:20])=[O:19])[C:12]=1[N:21]([CH2:26][CH2:27][O:28][CH3:29])[C:22](=[O:24])[CH3:23])[C:4]1[CH:5]=[CH:6][CH:7]=[CH:8][CH:9]=1. (2) Given the reactants [CH3:1][O:2][C:3]1[CH:68]=[CH:67][C:6]([C:7]([NH:20][C:21]2[N:29]=[CH:28][N:27]=[C:26]3[C:22]=2[N:23]=[CH:24][N:25]3[C@H:30]2[O:43][C@@H:42]([CH2:44][O:45][C:46]([C:61]3[CH:66]=[CH:65][CH:64]=[CH:63][CH:62]=3)([C:55]3[CH:60]=[CH:59][CH:58]=[CH:57][CH:56]=3)[C:47]3[CH:52]=[CH:51][C:50]([O:53][CH3:54])=[CH:49][CH:48]=3)[C@H:32]([O:33]C(=O)C3C=CC=CC=3)[CH2:31]2)([C:14]2[CH:19]=[CH:18][CH:17]=[CH:16][CH:15]=2)[C:8]2[CH:13]=[CH:12][CH:11]=[CH:10][CH:9]=2)=[CH:5][CH:4]=1, predict the reaction product. The product is: [CH3:1][O:2][C:3]1[CH:4]=[CH:5][C:6]([C:7]([NH:20][C:21]2[N:29]=[CH:28][N:27]=[C:26]3[C:22]=2[N:23]=[CH:24][N:25]3[C@H:30]2[O:43][C@@H:42]([CH2:44][O:45][C:46]([C:61]3[CH:62]=[CH:63][CH:64]=[CH:65][CH:66]=3)([C:55]3[CH:56]=[CH:57][CH:58]=[CH:59][CH:60]=3)[C:47]3[CH:48]=[CH:49][C:50]([O:53][CH3:54])=[CH:51][CH:52]=3)[C@H:32]([OH:33])[CH2:31]2)([C:8]2[CH:9]=[CH:10][CH:11]=[CH:12][CH:13]=2)[C:14]2[CH:15]=[CH:16][CH:17]=[CH:18][CH:19]=2)=[CH:67][CH:68]=1. (3) Given the reactants [CH:1]([C:3]1[CH:8]=[CH:7][CH:6]=[CH:5][C:4]=1B(O)O)=[O:2].Br[C:13]1[CH:17]=[CH:16][O:15][CH:14]=1.C(=O)([O-])[O-].[Na+].[Na+], predict the reaction product. The product is: [O:15]1[CH:16]=[CH:17][C:13]([C:4]2[CH:5]=[CH:6][CH:7]=[CH:8][C:3]=2[CH:1]=[O:2])=[CH:14]1. (4) Given the reactants [CH2:1]([O:3][C:4](=[O:23])[C@@H:5]([O:21][CH3:22])[CH2:6][C:7]1[CH:12]=[CH:11][C:10](OS(C(F)(F)F)(=O)=O)=[CH:9][CH:8]=1)[CH3:2].[CH2:24]([O:28][C:29]1[CH:34]=[CH:33][C:32]([C:35]2[CH:40]=[CH:39][CH:38]=[CH:37][CH:36]=2)=[CH:31][CH:30]=1)[CH2:25][C:26]#[CH:27].C1(P(C2C=CC=CC=2)C2C=CC=CC=2)C=CC=CC=1.[I-], predict the reaction product. The product is: [CH2:1]([O:3][C:4](=[O:23])[C@@H:5]([O:21][CH3:22])[CH2:6][C:7]1[CH:12]=[CH:11][C:10]([C:27]#[C:26][CH2:25][CH2:24][O:28][C:29]2[CH:34]=[CH:33][C:32]([C:35]3[CH:40]=[CH:39][CH:38]=[CH:37][CH:36]=3)=[CH:31][CH:30]=2)=[CH:9][CH:8]=1)[CH3:2].